From a dataset of Full USPTO retrosynthesis dataset with 1.9M reactions from patents (1976-2016). Predict the reactants needed to synthesize the given product. (1) Given the product [CH3:20][C:9]1[N:8]=[C:7]([C:1]#[N:2])[CH:12]=[C:11]([C:13]2[CH:18]=[CH:17][CH:16]=[C:15]([F:19])[CH:14]=2)[N:10]=1, predict the reactants needed to synthesize it. The reactants are: [CH3:1][N:2](C)C=O.Cl[C:7]1[CH:12]=[C:11]([C:13]2[CH:18]=[CH:17][CH:16]=[C:15]([F:19])[CH:14]=2)[N:10]=[C:9]([CH3:20])[N:8]=1. (2) The reactants are: [CH:1]1([C:5]2[C:26]([C:27]3[NH:31][C:30]([CH3:32])=[N:29][N:28]=3)=[CH:25][C:8]([C:9]([N:11]3[CH2:16][CH2:15][CH:14]([C:17]4[CH:24]=[CH:23][C:20]([C:21]#[N:22])=[CH:19][CH:18]=4)[CH2:13][CH2:12]3)=[O:10])=[C:7](C)[CH:6]=2)[CH2:4][CH2:3][CH2:2]1.[C:34](C1C=CC(C)C(C2CCC2)(C=1)C(OC)=O)#N. Given the product [CH:1]1([C:5]2[CH:6]=[CH:7][C:8]([C:9]([N:11]3[CH2:12][CH2:13][CH:14]([C:17]4[CH:18]=[CH:19][C:20]([C:21]#[N:22])=[CH:23][CH:24]=4)[CH2:15][CH2:16]3)=[O:10])=[CH:25][C:26]=2[C:27]2[NH:31][C:30]([CH2:32][CH3:34])=[N:29][N:28]=2)[CH2:4][CH2:3][CH2:2]1, predict the reactants needed to synthesize it. (3) The reactants are: C[O:2][C:3](=[O:33])[C:4]1[CH:9]=[CH:8][C:7]([C:10]2[CH:14]=[C:13]([CH2:15][N:16]3[CH:21]=[C:20]4[N:22]=[C:23]([C:25]5[CH:30]=[CH:29][CH:28]=[C:27]([F:31])[C:26]=5[F:32])[N:24]=[C:19]4[CH:18]=[N:17]3)[O:12][N:11]=2)=[CH:6][CH:5]=1. Given the product [F:32][C:26]1[C:27]([F:31])=[CH:28][CH:29]=[CH:30][C:25]=1[C:23]1[N:24]=[C:19]2[CH:18]=[N:17][N:16]([CH2:15][C:13]3[O:12][N:11]=[C:10]([C:7]4[CH:8]=[CH:9][C:4]([C:3]([OH:33])=[O:2])=[CH:5][CH:6]=4)[CH:14]=3)[CH:21]=[C:20]2[N:22]=1, predict the reactants needed to synthesize it. (4) Given the product [C:1]([O:5][C:6]([N:8]1[CH2:13][CH2:12][C@:11]([OH:39])([C:14]2[CH:19]=[CH:18][C:17]([O:20][CH2:21][CH2:22][CH2:23][O:24][CH3:25])=[CH:16][C:15]=2[CH2:26][CH2:27][O:28][Si:29]([CH:33]([CH3:34])[CH3:35])([CH:36]([CH3:37])[CH3:38])[CH:30]([CH3:32])[CH3:31])[C@@H:10]([O:40][CH2:41][C:42]2[CH:43]=[CH:44][C:45]3[O:50][CH2:49][CH2:48][N:47]([CH2:52][CH2:53][CH2:54][O:55][CH3:56])[C:46]=3[CH:57]=2)[CH2:9]1)=[O:7])([CH3:3])([CH3:4])[CH3:2], predict the reactants needed to synthesize it. The reactants are: [C:1]([O:5][C:6]([N:8]1[CH2:13][CH2:12][C@:11]([OH:39])([C:14]2[CH:19]=[CH:18][C:17]([O:20][CH2:21][CH2:22][CH2:23][O:24][CH3:25])=[CH:16][C:15]=2[CH2:26][CH2:27][O:28][Si:29]([CH:36]([CH3:38])[CH3:37])([CH:33]([CH3:35])[CH3:34])[CH:30]([CH3:32])[CH3:31])[C@@H:10]([O:40][CH2:41][C:42]2[CH:43]=[CH:44][C:45]3[O:50][CH2:49][C:48](=O)[N:47]([CH2:52][CH2:53][CH2:54][O:55][CH3:56])[C:46]=3[CH:57]=2)[CH2:9]1)=[O:7])([CH3:4])([CH3:3])[CH3:2].B.C1COCC1.CO. (5) The reactants are: [H-].[Na+].[CH3:3][O:4][C:5](=[O:11])[C:6]([CH3:10])([CH3:9])[CH2:7][OH:8].[CH2:12](OS(C1C=CC(C)=CC=1)(=O)=O)[CH3:13]. Given the product [CH3:3][O:4][C:5](=[O:11])[C:6]([CH3:10])([CH3:9])[CH2:7][O:8][CH2:12][CH3:13], predict the reactants needed to synthesize it. (6) Given the product [O:23]1[C:27]2[CH:28]=[CH:29][C:30]([C:2]3[CH:3]=[C:4]([S:8]([NH:11][C:12]4[CH:21]=[CH:20][C:15]([C:16]([O:18][CH3:19])=[O:17])=[C:14]([OH:22])[CH:13]=4)(=[O:10])=[O:9])[CH:5]=[CH:6][CH:7]=3)=[CH:31][C:26]=2[CH2:25][CH2:24]1, predict the reactants needed to synthesize it. The reactants are: Br[C:2]1[CH:3]=[C:4]([S:8]([NH:11][C:12]2[CH:21]=[CH:20][C:15]([C:16]([O:18][CH3:19])=[O:17])=[C:14]([OH:22])[CH:13]=2)(=[O:10])=[O:9])[CH:5]=[CH:6][CH:7]=1.[O:23]1[C:27]2[CH:28]=[CH:29][C:30](B(O)O)=[CH:31][C:26]=2[CH2:25][CH2:24]1.